Dataset: Full USPTO retrosynthesis dataset with 1.9M reactions from patents (1976-2016). Task: Predict the reactants needed to synthesize the given product. Given the product [CH3:2][CH:3]([C:5]1[CH:10]=[CH:9][C:8]([OH:11])=[CH:7][CH:6]=1)[C:12]1[CH:13]=[CH:14][C:15]([OH:18])=[CH:16][CH:17]=1, predict the reactants needed to synthesize it. The reactants are: C[CH2:2][C:3]([C:12]1[CH:17]=[CH:16][C:15]([OH:18])=[CH:14][CH:13]=1)([C:5]1[CH:10]=[CH:9][C:8]([OH:11])=[CH:7][CH:6]=1)C.